Dataset: Forward reaction prediction with 1.9M reactions from USPTO patents (1976-2016). Task: Predict the product of the given reaction. (1) The product is: [CH2:37]([O:36][C:34](=[O:35])[NH:1][C:2]1[CH:3]=[CH:4][C:5]([CH3:26])=[C:6]([C:8](=[O:9])[C:10]2[CH:15]=[CH:14][C:13]([NH:16][C:17]3[CH:22]=[CH:21][C:20]([F:23])=[CH:19][C:18]=3[F:24])=[CH:12][C:11]=2[Cl:25])[CH:7]=1)[C:38]1[CH:43]=[CH:42][CH:41]=[CH:40][CH:39]=1. Given the reactants [NH2:1][C:2]1[CH:3]=[CH:4][C:5]([CH3:26])=[C:6]([C:8]([C:10]2[CH:15]=[CH:14][C:13]([NH:16][C:17]3[CH:22]=[CH:21][C:20]([F:23])=[CH:19][C:18]=3[F:24])=[CH:12][C:11]=2[Cl:25])=[O:9])[CH:7]=1.C([O-])([O-])=O.[K+].[K+].Cl[C:34]([O:36][CH2:37][C:38]1[CH:43]=[CH:42][CH:41]=[CH:40][CH:39]=1)=[O:35].O, predict the reaction product. (2) Given the reactants Br[C:2]1[CH:3]=[C:4]2[C:9](=[N:10][C:11]=1[CH:12]([O:15][CH3:16])[O:13][CH3:14])[NH:8][C@H:7](C)[CH2:6][CH2:5]2.[O:18]1[CH2:22][CH2:21][NH:20][C:19]1=[O:23].[O-]P([O-])([O-])=O.[K+].[K+].[K+].[C@H]1(N)CCCC[C@@H]1N, predict the reaction product. The product is: [CH3:16][O:15][CH:12]([O:13][CH3:14])[C:11]1[C:2]([N:20]2[CH2:21][CH2:22][O:18][C:19]2=[O:23])=[CH:3][C:4]2[CH2:5][CH2:6][CH2:7][NH:8][C:9]=2[N:10]=1.